Regression. Given a peptide amino acid sequence and an MHC pseudo amino acid sequence, predict their binding affinity value. This is MHC class I binding data. From a dataset of Peptide-MHC class I binding affinity with 185,985 pairs from IEDB/IMGT. (1) The peptide sequence is GQWDGWVWL. The binding affinity (normalized) is 0.0847. The MHC is HLA-B08:01 with pseudo-sequence HLA-B08:01. (2) The peptide sequence is PRQTGGFF. The MHC is HLA-B27:05 with pseudo-sequence HLA-B27:05. The binding affinity (normalized) is 0. (3) The peptide sequence is LFPELECFF. The MHC is HLA-A80:01 with pseudo-sequence HLA-A80:01. The binding affinity (normalized) is 0.0847. (4) The MHC is HLA-B54:01 with pseudo-sequence HLA-B54:01. The peptide sequence is VPLRPMTY. The binding affinity (normalized) is 0.